From a dataset of Full USPTO retrosynthesis dataset with 1.9M reactions from patents (1976-2016). Predict the reactants needed to synthesize the given product. Given the product [CH2:60]([O:61][C:62](=[O:63])[CH:64]=[CH:30][CH2:29][CH2:28][C@H:25]1[CH2:26][CH2:27][C@H:22]([N:20]([C:19]([O:18][C:14]([CH3:17])([CH3:16])[CH3:15])=[O:32])[CH3:21])[CH2:23][CH2:24]1)[CH3:59], predict the reactants needed to synthesize it. The reactants are: C(Cl)(=O)C(Cl)=O.C(=O)=O.CS(C)=O.[C:14]([O:18][C:19](=[O:32])[N:20]([C@H:22]1[CH2:27][CH2:26][C@H:25]([CH2:28][CH2:29][CH2:30]O)[CH2:24][CH2:23]1)[CH3:21])([CH3:17])([CH3:16])[CH3:15].CCN(CC)CC.C(OC(=O)N(C)[C@H]1CC[C@H](CCC=O)CC1)(C)(C)C.[CH3:59][CH2:60][O:61][C:62]([CH2:64]P(OCC)(OCC)=O)=[O:63].C[O-].[Na+].